From a dataset of Reaction yield outcomes from USPTO patents with 853,638 reactions. Predict the reaction yield, written as a fraction of the theoretical maximum amount of product (1.0 means a 100% yield; for example, 0.34 means a 34% yield). (1) The reactants are [C:1]1([CH2:11][C:12]([OH:14])=[O:13])([CH2:7][C:8]([OH:10])=O)[CH2:6][CH2:5][CH2:4][CH2:3][CH2:2]1.C(OC(=O)C)(=O)C. No catalyst specified. The product is [C:1]12([CH2:7][C:8](=[O:10])[O:14][C:12](=[O:13])[CH2:11]1)[CH2:2][CH2:3][CH2:4][CH2:5][CH2:6]2. The yield is 0.990. (2) The reactants are C(OC([N:8]1[CH2:13][CH2:12][N:11]([C:14]2[C:19]([N+:20]([O-:22])=[O:21])=[CH:18][CH:17]=[CH:16][C:15]=2[Cl:23])[CH2:10][CH2:9]1)=O)(C)(C)C.C(Cl)Cl. The catalyst is FC(F)(F)C(O)=O. The product is [Cl:23][C:15]1[CH:16]=[CH:17][CH:18]=[C:19]([N+:20]([O-:22])=[O:21])[C:14]=1[N:11]1[CH2:12][CH2:13][NH:8][CH2:9][CH2:10]1. The yield is 0.950. (3) The reactants are [CH2:1]([O:8][CH2:9][C:10]([OH:12])=O)[C:2]1[CH:7]=[CH:6][CH:5]=[CH:4][CH:3]=1.C(Cl)(=O)C(Cl)=O.C(N(CC)CC)C.[F:26][C:27]1[CH:28]=[C:29]([CH:31]=[CH:32][CH:33]=1)[NH2:30]. The catalyst is C(Cl)Cl.CN(C=O)C. The product is [CH2:1]([O:8][CH2:9][C:10]([NH:30][C:29]1[CH:31]=[CH:32][CH:33]=[C:27]([F:26])[CH:28]=1)=[O:12])[C:2]1[CH:3]=[CH:4][CH:5]=[CH:6][CH:7]=1. The yield is 0.950. (4) The reactants are [CH:1]([P:3](=[O:17])([CH:15]=[CH2:16])[C:4]1[CH:9]=[CH:8][C:7]([N+:10]([O-:12])=[O:11])=[C:6]([O:13][CH3:14])[CH:5]=1)=[CH2:2].Cl.[CH2:19]([NH2:21])[CH3:20].[OH-].[Na+].C(N)C. The catalyst is C1COCC1. The product is [CH2:19]([N:21]1[CH2:16][CH2:15][P:3](=[O:17])([C:4]2[CH:9]=[CH:8][C:7]([N+:10]([O-:12])=[O:11])=[C:6]([O:13][CH3:14])[CH:5]=2)[CH2:1][CH2:2]1)[CH3:20]. The yield is 0.460. (5) The reactants are CN1CCOCC1.[CH2:8]([O:15][C:16](=[O:31])[CH:17]([NH:23][C:24]([O:26][C:27]([CH3:30])([CH3:29])[CH3:28])=[O:25])[CH2:18][CH2:19][C:20]([OH:22])=O)[C:9]1[CH:14]=[CH:13][CH:12]=[CH:11][CH:10]=1.CN([C:35]([O:39][N:40]1N=NC2C=CC=N[C:41]1=2)=[N+](C)C)C.F[P-](F)(F)(F)(F)F.Cl.CNOC. The catalyst is CN(C)C=O. The product is [CH2:8]([O:15][C:16](=[O:31])[CH:17]([NH:23][C:24]([O:26][C:27]([CH3:30])([CH3:29])[CH3:28])=[O:25])[CH2:18][CH2:19][C:20](=[O:22])[N:40]([O:39][CH3:35])[CH3:41])[C:9]1[CH:10]=[CH:11][CH:12]=[CH:13][CH:14]=1. The yield is 0.990.